Dataset: Forward reaction prediction with 1.9M reactions from USPTO patents (1976-2016). Task: Predict the product of the given reaction. (1) Given the reactants C([O:4][CH:5]1[CH:10]([N:11]([CH3:13])[CH3:12])[CH2:9][CH:8]([CH3:14])[O:7][CH:6]1[O:15][CH2:16][CH2:17][CH2:18][CH2:19][CH2:20][CH2:21][CH2:22][CH2:23][CH2:24][C:25]#[CH:26])(=O)C.C([O-])([O-])=O.[K+].[K+], predict the reaction product. The product is: [CH3:13][N:11]([CH3:12])[CH:10]1[CH2:9][CH:8]([CH3:14])[O:7][CH:6]([O:15][CH2:16][CH2:17][CH2:18][CH2:19][CH2:20][CH2:21][CH2:22][CH2:23][CH2:24][C:25]#[CH:26])[CH:5]1[OH:4]. (2) Given the reactants C(=O)([O-])[O-].[Na+].[Na+].CS(O)(=O)=O.[NH2:12][C@H:13]([CH2:17][CH3:18])[CH2:14][C:15]#[N:16].Cl[C:20]1[CH:25]=[CH:24][C:23]([C:26]([F:29])([F:28])[F:27])=[CH:22][CH:21]=1.C(=O)([O-])[O-].[Cs+].[Cs+], predict the reaction product. The product is: [F:27][C:26]([F:29])([F:28])[C:23]1[CH:24]=[CH:25][C:20]([NH:12][C@H:13]([CH2:17][CH3:18])[CH2:14][C:15]#[N:16])=[CH:21][CH:22]=1. (3) Given the reactants [CH3:1][O:2][C:3]1[CH:4]=[C:5]([CH:25]=[CH:26][C:27]=1[O:28][CH2:29][C:30]1[N:31]=[C:32]([C:36]2[CH:41]=[CH:40][CH:39]=[CH:38][CH:37]=2)[O:33][C:34]=1[CH3:35])[CH2:6][O:7][C:8]1[C:12]([CH:13]=O)=[CH:11][N:10]([C:15]2[CH:20]=[CH:19][C:18]([C:21]([F:24])([F:23])[F:22])=[CH:17][CH:16]=2)[N:9]=1.C(OP([CH2:50][C:51]([O:53][CH2:54][CH3:55])=[O:52])(OCC)=O)C.CN(C)C=O.[H-].[Na+], predict the reaction product. The product is: [CH3:1][O:2][C:3]1[CH:4]=[C:5]([CH:25]=[CH:26][C:27]=1[O:28][CH2:29][C:30]1[N:31]=[C:32]([C:36]2[CH:37]=[CH:38][CH:39]=[CH:40][CH:41]=2)[O:33][C:34]=1[CH3:35])[CH2:6][O:7][C:8]1[C:12](/[CH:13]=[CH:50]/[C:51]([O:53][CH2:54][CH3:55])=[O:52])=[CH:11][N:10]([C:15]2[CH:16]=[CH:17][C:18]([C:21]([F:23])([F:24])[F:22])=[CH:19][CH:20]=2)[N:9]=1. (4) Given the reactants [Cl:1][C:2]1[CH:31]=[CH:30][C:5]([CH2:6][NH:7][C:8]([C:10]2[C:11](=[O:29])[C:12]3[CH:26]=[C:25]([CH2:27]Cl)[S:24][C:13]=3[N:14]([CH2:16][CH2:17][N:18]3[CH2:23][CH2:22][O:21][CH2:20][CH2:19]3)[CH:15]=2)=[O:9])=[CH:4][CH:3]=1.Cl.[NH:33]1[CH2:38][CH2:37][O:36][CH2:35][C@@H:34]1[C@H:39]([C:41]1[CH:46]=[CH:45][CH:44]=[CH:43][CH:42]=1)[OH:40], predict the reaction product. The product is: [Cl:1][C:2]1[CH:3]=[CH:4][C:5]([CH2:6][NH:7][C:8]([C:10]2[C:11](=[O:29])[C:12]3[CH:26]=[C:25]([CH2:27][N:33]4[CH2:38][CH2:37][O:36][CH2:35][C@@H:34]4[C@@H:39]([OH:40])[C:41]4[CH:46]=[CH:45][CH:44]=[CH:43][CH:42]=4)[S:24][C:13]=3[N:14]([CH2:16][CH2:17][N:18]3[CH2:23][CH2:22][O:21][CH2:20][CH2:19]3)[CH:15]=2)=[O:9])=[CH:30][CH:31]=1. (5) Given the reactants Br[C:2]1[C:11]2[C:6](=[CH:7][C:8]([C:12]([O:14]C)=[O:13])=[CH:9][CH:10]=2)[C:5]([C:16]2[C:21]([F:22])=[CH:20][C:19]([F:23])=[CH:18][C:17]=2[F:24])=[N:4][CH:3]=1.[CH3:25]B1OB(C)OB(C)O1.C(=O)([O-])[O-].[Na+].[Na+].O1CCOCC1, predict the reaction product. The product is: [CH3:25][C:2]1[C:11]2[C:6](=[CH:7][C:8]([C:12]([OH:14])=[O:13])=[CH:9][CH:10]=2)[C:5]([C:16]2[C:17]([F:24])=[CH:18][C:19]([F:23])=[CH:20][C:21]=2[F:22])=[N:4][CH:3]=1. (6) Given the reactants [CH3:1][N:2]1[CH:6]=[C:5]([CH2:7][OH:8])[C:4]([C:9]([F:12])([F:11])[F:10])=[N:3]1.C[N+]1([O-])CCOCC1.C([N+](CCC)(CCC)CCC)CC, predict the reaction product. The product is: [CH3:1][N:2]1[CH:6]=[C:5]([CH:7]=[O:8])[C:4]([C:9]([F:10])([F:11])[F:12])=[N:3]1.